Regression/Classification. Given a drug SMILES string, predict its absorption, distribution, metabolism, or excretion properties. Task type varies by dataset: regression for continuous measurements (e.g., permeability, clearance, half-life) or binary classification for categorical outcomes (e.g., BBB penetration, CYP inhibition). For this dataset (ppbr_az), we predict Y. From a dataset of Plasma protein binding rate (PPBR) regression data from AstraZeneca. The drug is N#Cc1ccc(Cl)cc1S[C@H](CCN)c1ccccc1. The Y is 41.5 %.